Dataset: Forward reaction prediction with 1.9M reactions from USPTO patents (1976-2016). Task: Predict the product of the given reaction. Given the reactants [CH3:1][C:2]([O:5][C:6]([NH:8][C@@H:9]([C:16]([OH:18])=O)[C:10]1[CH:15]=[CH:14][CH:13]=[CH:12][CH:11]=1)=[O:7])([CH3:4])[CH3:3].C[C@@H](O)[C@@H]1NC(=O)[C@H](CCN)NC(=O)[C@H](CCN)NC(=O)[C@H](CC(C)C)NC(=O)[C@@H](CC2C=CC=CC=2)NC(=O)[C@H](CCN)NC(=O)[C@@H](NC([C@@H](N)CCN)=O)CCNC1=O.OS(O)(=O)=O.CN(C(ON1N=NC2C=CC=NC1=2)=[N+](C)C)C.F[P-](F)(F)(F)(F)F.C(N(CC)C(C)C)(C)C.[CH3:118][C:119]([CH3:139])=[CH:120][CH2:121][CH2:122]/[C:123](/[CH3:138])=[CH:124]/[CH2:125][CH2:126]/[C:127](/[CH3:137])=[CH:128]/[CH2:129][S:130][CH2:131][C@H:132]([NH2:136])[C:133]([OH:135])=[O:134], predict the reaction product. The product is: [CH3:4][C:2]([CH3:1])([O:5][C:6](=[O:7])[NH:8][C@@H:9]([C:10]1[CH:11]=[CH:12][CH:13]=[CH:14][CH:15]=1)[C:16](=[O:18])[NH:136][C@H:132]([C:133]([OH:135])=[O:134])[CH2:131][S:130][CH2:129]/[CH:128]=[C:127](\[CH3:137])/[CH2:126][CH2:125]/[CH:124]=[C:123](\[CH3:138])/[CH2:122][CH2:121][CH:120]=[C:119]([CH3:139])[CH3:118])[CH3:3].